Dataset: Forward reaction prediction with 1.9M reactions from USPTO patents (1976-2016). Task: Predict the product of the given reaction. (1) Given the reactants Cl[C:2]1[CH:7]=[C:6]([NH2:8])[CH:5]=[C:4]([C:9]2[CH:14]=[C:13]([Cl:15])[CH:12]=[CH:11][C:10]=2[O:16][CH3:17])[N:3]=1.[Cl:18][C:19]1[CH:24]=[CH:23][C:22]([NH2:25])=[CH:21][CH:20]=1, predict the reaction product. The product is: [Cl:15][C:13]1[CH:12]=[CH:11][C:10]([O:16][CH3:17])=[C:9]([C:4]2[N:3]=[C:2]([NH:25][C:22]3[CH:23]=[CH:24][C:19]([Cl:18])=[CH:20][CH:21]=3)[CH:7]=[C:6]([NH2:8])[CH:5]=2)[CH:14]=1. (2) Given the reactants Cl[C:2]1[N:7]=[C:6]([NH:8][C:9]2[CH:10]=[N:11][C:12]3[C:17]([CH:18]=2)=[CH:16][CH:15]=[CH:14][CH:13]=3)[CH:5]=[CH:4][N:3]=1.[CH3:19][O:20][C:21]1[CH:22]=[C:23]([NH2:37])[CH:24]=[CH:25][C:26]=1[O:27][CH2:28][CH2:29][CH:30]1[CH2:35][CH2:34][N:33]([CH3:36])[CH2:32][CH2:31]1.[C:38](O)([C:40](F)(F)F)=O.CC[N:47]([CH2:50][CH3:51])[CH2:48][CH3:49], predict the reaction product. The product is: [CH3:19][O:20][C:21]1[CH:22]=[C:23]([NH:37][C:2]2[N:7]=[C:6]([NH:8][C:9]3[CH:10]=[N:11][C:12]4[C:17]([CH:18]=3)=[CH:16][CH:15]=[CH:14][CH:13]=4)[CH:5]=[CH:4][N:3]=2)[CH:24]=[CH:25][C:26]=1[O:27][CH2:28][CH2:29][CH:30]1[CH2:35][CH2:34][N:33]([C:36]2[N:7]=[C:6]([NH:8][C:51]3[CH:50]=[N:47][C:48]4[C:38]([CH:40]=3)=[CH:10][CH:9]=[CH:18][CH:49]=4)[CH:5]=[CH:4][N:3]=2)[CH2:32][CH2:31]1. (3) Given the reactants [ClH:1].Cl.[N:3]1[CH:8]=[CH:7][N:6]=[CH:5][C:4]=1[CH2:9][CH:10]1[CH2:14][S:13][C:12]([NH2:15])=[N:11]1.Cl, predict the reaction product. The product is: [ClH:1].[ClH:1].[N:3]1[CH:8]=[CH:7][N:6]=[CH:5][C:4]=1[CH2:9][C@@H:10]1[CH2:14][S:13][C:12]([NH2:15])=[N:11]1. (4) Given the reactants C([O:3][C:4](=[O:29])[CH2:5][O:6][C:7]1[CH:12]=[CH:11][C:10]([Cl:13])=[CH:9][C:8]=1[S:14][C:15]1[CH:20]=[C:19]([Cl:21])[CH:18]=[CH:17][C:16]=1[O:22][CH2:23][C:24]([O:26]CC)=[O:25])C.C1COCC1.[OH-].[Na+], predict the reaction product. The product is: [Cl:13][C:10]1[CH:11]=[CH:12][C:7]([O:6][CH2:5][C:4]([OH:29])=[O:3])=[C:8]([S:14][C:15]2[CH:20]=[C:19]([Cl:21])[CH:18]=[CH:17][C:16]=2[O:22][CH2:23][C:24]([OH:26])=[O:25])[CH:9]=1. (5) The product is: [CH2:1]([N:8]1[C:12]2[C:13](=[O:30])[N:14]([CH3:29])[C:15]([CH:24]([OH:41])[C:25]([O:27][CH3:28])=[O:26])=[C:16]([C:17]3[CH:22]=[CH:21][C:20]([Cl:23])=[CH:19][CH:18]=3)[C:11]=2[CH:10]=[CH:9]1)[C:2]1[CH:7]=[CH:6][CH:5]=[CH:4][CH:3]=1. Given the reactants [CH2:1]([N:8]1[C:12]2[C:13](=[O:30])[N:14]([CH3:29])[C:15]([CH2:24][C:25]([O:27][CH3:28])=[O:26])=[C:16]([C:17]3[CH:22]=[CH:21][C:20]([Cl:23])=[CH:19][CH:18]=3)[C:11]=2[CH:10]=[CH:9]1)[C:2]1[CH:7]=[CH:6][CH:5]=[CH:4][CH:3]=1.[Li+].C[Si]([N-][Si](C)(C)C)(C)C.[O:41]1CCCC1, predict the reaction product.